This data is from Choline transporter screen with 302,306 compounds. The task is: Binary Classification. Given a drug SMILES string, predict its activity (active/inactive) in a high-throughput screening assay against a specified biological target. (1) The result is 0 (inactive). The molecule is O=C(n1nc(nc1N)c1cccnc1)CCC. (2) The compound is S1(=O)(=O)Cc2c(nn(C(C)(C)C)c2NC(=O)c2c(c([N+]([O-])=O)ccc2)C)C1. The result is 0 (inactive). (3) The compound is S1CC(=Nn2c(nnc12)c1c(OC)cccc1)c1cc(OC)c(OC)cc1. The result is 1 (active). (4) The drug is S=C(N(CCN1CCOCC1)Cc1cc2CCCN(c2cc1)CC)Nc1ccc(OCC)cc1. The result is 0 (inactive). (5) The drug is S(=O)(=O)(N1C2(OCC1)CCN(S(=O)(=O)c1ccc(cc1)C)CC2)c1sccc1. The result is 0 (inactive). (6) The molecule is Clc1c(nc(S(=O)(=O)Cc2ccc(cc2)C)nc1)C(=O)Nc1sc(nn1)CCC. The result is 1 (active).